This data is from Forward reaction prediction with 1.9M reactions from USPTO patents (1976-2016). The task is: Predict the product of the given reaction. The product is: [Cl:4][Si:3]([Cl:6])([Cl:5])[CH2:1][CH2:2][Si:11]([Cl:13])([Cl:12])[CH2:10][CH2:9][Si:8]([Cl:15])([Cl:14])[Cl:7]. Given the reactants [CH:1]([Si:3]([Cl:6])([Cl:5])[Cl:4])=[CH2:2].[Cl:7][Si:8]([Cl:15])([Cl:14])[CH2:9][CH2:10][SiH:11]([Cl:13])[Cl:12], predict the reaction product.